Dataset: Forward reaction prediction with 1.9M reactions from USPTO patents (1976-2016). Task: Predict the product of the given reaction. (1) Given the reactants Cl.[F:2][C:3]1[CH:4]=[CH:5][C:6]([C:9]2[CH:23]=[CH:22][C:12]([O:13][CH2:14][C@@H:15]3[C@@H:20]([NH2:21])[CH2:19][CH2:18][CH2:17][O:16]3)=[CH:11][CH:10]=2)=[N:7][CH:8]=1.CCN(CC)CC.[CH:31]1([S:34](Cl)(=[O:36])=[O:35])[CH2:33][CH2:32]1, predict the reaction product. The product is: [CH:31]1([S:34]([NH:21][C@@H:20]2[C@@H:15]([CH2:14][O:13][C:12]3[CH:11]=[CH:10][C:9]([C:6]4[CH:5]=[CH:4][C:3]([F:2])=[CH:8][N:7]=4)=[CH:23][CH:22]=3)[O:16][CH2:17][CH2:18][CH2:19]2)(=[O:36])=[O:35])[CH2:33][CH2:32]1. (2) The product is: [NH2:1][C:2]1[C:10]([C:11]([OH:20])=[O:15])=[C:9]2[C:5]([CH2:6][CH2:7][CH:8]2[OH:13])=[CH:4][C:3]=1[Cl:14]. Given the reactants [NH2:1][C:2]1[C:10]([C:11]#N)=[C:9]2[C:5]([CH2:6][CH2:7][CH:8]2[OH:13])=[CH:4][C:3]=1[Cl:14].[OH-:15].[Na+].C([OH:20])(C)C, predict the reaction product. (3) Given the reactants [Cl:1][C:2]1[C:3](/[CH:16]=[C:17](\[CH2:21][CH2:22][CH3:23])/[C:18]([OH:20])=[O:19])=[C:4]([O:14]C)[C:5]2[C:10]([C:11]=1[O:12]C)=[CH:9][CH:8]=[CH:7][CH:6]=2.BrC1C(=O)C2C(=CC=CC=2)C(=O)C=1/C=C(\C)/C(O)=O, predict the reaction product. The product is: [Cl:1][C:2]1[C:11](=[O:12])[C:10]2[C:5](=[CH:6][CH:7]=[CH:8][CH:9]=2)[C:4](=[O:14])[C:3]=1/[CH:16]=[C:17](\[CH2:21][CH2:22][CH3:23])/[C:18]([OH:20])=[O:19]. (4) Given the reactants Cl[C:2]1[CH:9]=[CH:8][C:5]([CH:6]=[O:7])=[CH:4][C:3]=1[N+:10]([O-:12])=[O:11].[SH:13][CH2:14][CH2:15][C:16]([O:18][CH3:19])=[O:17].C([O-])([O-])=O.[K+].[K+], predict the reaction product. The product is: [CH:6]([C:5]1[CH:8]=[CH:9][C:2]([S:13][CH2:14][CH2:15][C:16]([O:18][CH3:19])=[O:17])=[C:3]([N+:10]([O-:12])=[O:11])[CH:4]=1)=[O:7]. (5) Given the reactants [C:1]([O:5][C:6](=[O:32])[N:7]([CH:9]([CH3:31])[C:10]([NH:12][C:13]1[CH:18]=[CH:17][C:16]([C:19]2[N:23]3[CH:24]=[CH:25][CH:26]=[CH:27][C:22]3=[N:21][C:20]=2[CH3:28])=[C:15]([C:29]#[CH:30])[N:14]=1)=[O:11])[CH3:8])([CH3:4])([CH3:3])[CH3:2].Br[C:34]1[CH:35]=[C:36]2[C:41](=[CH:42][CH:43]=1)[N:40]([CH3:44])[C:39](=[O:45])[CH:38]=[CH:37]2.CCN(C(C)C)C(C)C, predict the reaction product. The product is: [C:1]([O:5][C:6](=[O:32])[N:7]([CH3:8])[CH:9]([CH3:31])[C:10]([NH:12][C:13]1[CH:18]=[CH:17][C:16]([C:19]2[N:23]3[CH:24]=[CH:25][CH:26]=[CH:27][C:22]3=[N:21][C:20]=2[CH3:28])=[C:15]([C:29]#[C:30][C:34]2[CH:35]=[C:36]3[C:41](=[CH:42][CH:43]=2)[N:40]([CH3:44])[C:39](=[O:45])[CH:38]=[CH:37]3)[N:14]=1)=[O:11])([CH3:4])([CH3:3])[CH3:2]. (6) Given the reactants [O:1]1[CH2:5][CH2:4][O:3][C:2]21[CH2:10][CH2:9][C:8]1[C:11]3[C:16](O)=[N:15][CH:14]=[N:13][C:12]=3[S:18][C:7]=1[CH2:6]2.C(N(C(C)C)C(C)C)C.P(Cl)(Cl)([Cl:30])=O.C(=O)([O-])O.[Na+], predict the reaction product. The product is: [Cl:30][C:16]1[C:11]2[C:8]3[CH2:9][CH2:10][C:2]4([CH2:6][C:7]=3[S:18][C:12]=2[N:13]=[CH:14][N:15]=1)[O:3][CH2:4][CH2:5][O:1]4. (7) Given the reactants [N:1]1[CH:6]=[CH:5][CH:4]=[CH:3][C:2]=1[CH2:7][C:8]([O:10][CH3:11])=[O:9].[Br:12]N1C(=O)CCC1=O.N(C(C)(C)C#N)=NC(C)(C)C#N, predict the reaction product. The product is: [Br:12][CH:7]([C:2]1[CH:3]=[CH:4][CH:5]=[CH:6][N:1]=1)[C:8]([O:10][CH3:11])=[O:9]. (8) The product is: [NH2:14][C:11]1[CH:12]=[CH:13][C:8]2[C:7](=[O:17])[N:6]([CH2:18][C:19]([N:21]([CH3:22])[CH3:23])=[O:20])[CH2:5][CH2:4][N:3]([CH2:1][CH3:2])[C:9]=2[CH:10]=1. Given the reactants [CH2:1]([N:3]1[C:9]2[CH:10]=[C:11]([N+:14]([O-])=O)[CH:12]=[CH:13][C:8]=2[C:7](=[O:17])[N:6]([CH2:18][C:19]([N:21]([CH3:23])[CH3:22])=[O:20])[CH2:5][CH2:4]1)[CH3:2].C(O)C, predict the reaction product. (9) Given the reactants [CH3:1][C:2]1[CH:7]=[CH:6][C:5]([CH3:8])=[CH:4][C:3]=1[O:9][C:10]1[N:15]=[CH:14][C:13]([NH:16][C:17](=[O:28])[C@H:18]([NH:20]C(=O)OC(C)(C)C)[CH3:19])=[CH:12][CH:11]=1.C(O)(C(F)(F)F)=O, predict the reaction product. The product is: [CH3:1][C:2]1[CH:7]=[CH:6][C:5]([CH3:8])=[CH:4][C:3]=1[O:9][C:10]1[N:15]=[CH:14][C:13]([NH:16][C:17](=[O:28])[C@@H:18]([CH3:19])[NH2:20])=[CH:12][CH:11]=1. (10) Given the reactants [NH:1]1[C:9]2[C:4](=[CH:5][CH:6]=[CH:7][CH:8]=2)[CH:3]=[CH:2]1.Cl.Cl[CH2:12][CH2:13][N:14]1[CH2:19][CH2:18][CH2:17][CH2:16][CH2:15]1, predict the reaction product. The product is: [N:14]1([CH2:13][CH2:12][N:1]2[C:9]3[C:4](=[CH:5][CH:6]=[CH:7][CH:8]=3)[CH:3]=[CH:2]2)[CH2:19][CH2:18][CH2:17][CH2:16][CH2:15]1.